This data is from Experimentally validated miRNA-target interactions with 360,000+ pairs, plus equal number of negative samples. The task is: Binary Classification. Given a miRNA mature sequence and a target amino acid sequence, predict their likelihood of interaction. The protein sequence of the target gene is MPEGPLVRKFHHLVSPFVGQQVVKTGGSSKKLQPASLQSLWLQDTQVHGKKLFLRFDLDEEMGPPGSSPTPEPPQKEVQKEGAADPKQVGEPSGQKTLDGSSRSAELVPQGEDDSEYLERDAPAGDAGRWLRVSFGLFGSVWVNDFSRAKKANKRGDWRDPSPRLVLHFGGGGFLAFYNCQLSWSSSPVVTPTCDILSEKFHRGQALEALGQAQPVCYTLLDQRYFSGLGNIIKNEALYRAGIHPLSLGSVLSASRREVLVDHVVEFSTAWLQGKFQGRPQHTQVYQKEQCPAGHQVMKE.... Result: 0 (no interaction). The miRNA is hsa-miR-4707-5p with sequence GCCCCGGCGCGGGCGGGUUCUGG.